From a dataset of Full USPTO retrosynthesis dataset with 1.9M reactions from patents (1976-2016). Predict the reactants needed to synthesize the given product. (1) Given the product [F:35][C:2]([F:1])([F:36])[C:3]1[CH:34]=[CH:33][C:6]([CH2:7][O:8][C:9]([N:11]2[CH2:16][CH2:15][CH2:14][CH:13]([C:17]3[CH:22]=[CH:21][C:20]([CH3:23])=[C:19]([O:24][C:25]([C:28]([OH:30])=[O:29])([CH3:27])[CH3:26])[CH:18]=3)[CH2:12]2)=[O:10])=[CH:5][CH:4]=1, predict the reactants needed to synthesize it. The reactants are: [F:1][C:2]([F:36])([F:35])[C:3]1[CH:34]=[CH:33][C:6]([CH2:7][O:8][C:9]([N:11]2[CH2:16][CH2:15][CH2:14][CH:13]([C:17]3[CH:22]=[CH:21][C:20]([CH3:23])=[C:19]([O:24][C:25]([C:28]([O:30]CC)=[O:29])([CH3:27])[CH3:26])[CH:18]=3)[CH2:12]2)=[O:10])=[CH:5][CH:4]=1.C(=O)([O-])[O-].[K+].[K+].CO. (2) Given the product [OH:15][C:3]1[C:4]([OH:14])=[C:5]([C:7]2[CH:8]=[CH:9][C:10]([Cl:13])=[CH:11][CH:12]=2)[O:6][C:2]=1[NH:1][S:23]([CH3:22])(=[O:25])=[O:24], predict the reactants needed to synthesize it. The reactants are: [NH2:1][C:2]1[O:6][CH:5]([C:7]2[CH:12]=[CH:11][C:10]([Cl:13])=[CH:9][CH:8]=2)[C:4](=[O:14])[C:3]=1[OH:15].C([O-])([O-])=O.[K+].[K+].[CH3:22][S:23](Cl)(=[O:25])=[O:24]. (3) Given the product [Cl:1][CH2:2][CH2:3][CH2:4][CH2:5][CH2:6][CH2:7][C:8]#[C:9][CH:10]([O:14][CH2:15][CH3:16])[O:11][CH2:12][CH3:13], predict the reactants needed to synthesize it. The reactants are: [Cl:1][CH2:2][CH2:3][CH2:4][CH2:5][CH2:6][CH2:7][C:8]#[CH:9].[CH:10](OCC)([O:14][CH2:15][CH3:16])[O:11][CH2:12][CH3:13].C(O)(=O)C.[Cl-].[NH4+]. (4) Given the product [NH2:1][C:2]([C:4]1[CH:9]=[CH:8][C:7]([NH:10][CH:11]2[CH2:12][CH2:13][N:14]([C:17]([O:19][C:20]([CH3:23])([CH3:22])[CH3:21])=[O:18])[CH2:15][CH2:16]2)=[C:6]([Cl:24])[CH:5]=1)=[O:3], predict the reactants needed to synthesize it. The reactants are: [NH2:1][C:2]([C:4]1[CH:9]=[CH:8][C:7]([NH:10][CH:11]2[CH2:16][CH2:15][N:14]([C:17]([O:19][C:20]([CH3:23])([CH3:22])[CH3:21])=[O:18])[CH2:13][CH2:12]2)=[CH:6][CH:5]=1)=[O:3].[Cl:24]N1C(=O)CCC1=O. (5) Given the product [CH3:8][C:7]1[C:2]([C:20]2[CH:21]=[CH:22][C:16]3[O:15][C:14]4[CH:13]=[CH:12][CH:11]=[CH:10][C:18]=4[C:17]=3[CH:19]=2)=[N:3][CH:4]=[C:5]([CH3:9])[N:6]=1, predict the reactants needed to synthesize it. The reactants are: Cl[C:2]1[C:7]([CH3:8])=[N:6][C:5]([CH3:9])=[CH:4][N:3]=1.[CH:10]1[C:18]2[C:17]3[CH:19]=[CH:20][CH:21]=[CH:22][C:16]=3[O:15][C:14]=2[CH:13]=[CH:12][C:11]=1B(O)O.C(=O)([O-])[O-].[Na+].[Na+]. (6) The reactants are: Cl[C:2]1[N:7]=[C:6]([CH3:8])[N:5]=[C:4]([NH:9][C:10]2[S:11][C:12]([C:15]([NH:17][C:18]3[C:23]([CH3:24])=[CH:22][CH:21]=[CH:20][C:19]=3[Cl:25])=[O:16])=[CH:13][N:14]=2)[CH:3]=1.[N:26]1([CH2:32][CH2:33][CH2:34][NH:35][C:36](=[O:42])[O:37][C:38]([CH3:41])([CH3:40])[CH3:39])[CH2:31][CH2:30][NH:29][CH2:28][CH2:27]1.C(N(C(C)C)C(C)C)C. Given the product [Cl:25][C:19]1[CH:20]=[CH:21][CH:22]=[C:23]([CH3:24])[C:18]=1[NH:17][C:15]([C:12]1[S:11][C:10]([NH:9][C:4]2[N:5]=[C:6]([CH3:8])[N:7]=[C:2]([N:29]3[CH2:30][CH2:31][N:26]([CH2:32][CH2:33][CH2:34][NH:35][C:36](=[O:42])[O:37][C:38]([CH3:40])([CH3:39])[CH3:41])[CH2:27][CH2:28]3)[CH:3]=2)=[N:14][CH:13]=1)=[O:16], predict the reactants needed to synthesize it. (7) Given the product [F:21][C:5]1[C:6]([NH:8][C:9]2[CH:20]=[CH:19][CH:18]=[CH:17][C:10]=2[C:11]([NH:13][CH:14]([CH3:16])[CH3:15])=[O:12])=[N:7][C:2]([NH:22][C:23]2[CH:24]=[CH:25][C:26]([C:27]([O:29][CH2:30][CH3:31])=[O:28])=[CH:32][CH:33]=2)=[N:3][CH:4]=1, predict the reactants needed to synthesize it. The reactants are: Cl[C:2]1[N:7]=[C:6]([NH:8][C:9]2[CH:20]=[CH:19][CH:18]=[CH:17][C:10]=2[C:11]([NH:13][CH:14]([CH3:16])[CH3:15])=[O:12])[C:5]([F:21])=[CH:4][N:3]=1.[NH2:22][C:23]1[CH:33]=[CH:32][C:26]([C:27]([O:29][CH2:30][CH3:31])=[O:28])=[CH:25][CH:24]=1.Cl. (8) Given the product [Cl:19][C:16]1[CH:15]=[CH:14][C:13]([F:20])=[C:12]2[C:17]=1[CH:18]=[C:9]([C:4]1[C:5]([NH2:8])=[N:6][CH:7]=[C:2]([B:21]3[O:25][C:24]([CH3:27])([CH3:26])[C:23]([CH3:29])([CH3:28])[O:22]3)[CH:3]=1)[N:10]=[CH:11]2, predict the reactants needed to synthesize it. The reactants are: Br[C:2]1[CH:3]=[C:4]([C:9]2[N:10]=[CH:11][C:12]3[C:17]([CH:18]=2)=[C:16]([Cl:19])[CH:15]=[CH:14][C:13]=3[F:20])[C:5]([NH2:8])=[N:6][CH:7]=1.[B:21]1([B:21]2[O:25][C:24]([CH3:27])([CH3:26])[C:23]([CH3:29])([CH3:28])[O:22]2)[O:25][C:24]([CH3:27])([CH3:26])[C:23]([CH3:29])([CH3:28])[O:22]1.C1(P(C2CCCCC2)C2CCCCC2)CCCCC1.CC([O-])=O.[K+]. (9) Given the product [CH2:55]([N:36]1[C:37]2[C:42](=[CH:41][C:40]([F:54])=[CH:39][CH:38]=2)[N:43]([S:44]([C:47]2[CH:52]=[CH:51][C:50]([OH:53])=[CH:49][CH:48]=2)(=[O:46])=[O:45])[C@@H:34]([CH2:32][CH3:33])[C:35]1=[O:58])[CH:56]=[CH2:57], predict the reactants needed to synthesize it. The reactants are: C(=O)([O-])OC1C=CC(S(N2C3C(=CC=C(F)C=3)NC(=O)[C@@H]2CC)(=O)=O)=CC=1.C(Br)C=C.[CH2:32]([C@@H:34]1[N:43]([S:44]([C:47]2[CH:52]=[CH:51][C:50]([OH:53])=[CH:49][CH:48]=2)(=[O:46])=[O:45])[C:42]2[C:37](=[CH:38][CH:39]=[C:40]([F:54])[CH:41]=2)[N:36]([CH2:55][CH2:56][CH3:57])[C:35]1=[O:58])[CH3:33]. (10) The reactants are: [F:1][C:2]1[CH:19]=[CH:18][C:5]([CH2:6][O:7][C:8]([N:10]2[CH2:15][CH2:14][CH:13]([CH2:16][NH2:17])[CH2:12][CH2:11]2)=[O:9])=[CH:4][CH:3]=1.Cl[C:21]1[N:26]=[CH:25][C:24]([F:27])=[CH:23][N:22]=1.C(N(CC)CC)C. Given the product [F:1][C:2]1[CH:19]=[CH:18][C:5]([CH2:6][O:7][C:8]([N:10]2[CH2:15][CH2:14][CH:13]([CH2:16][NH:17][C:21]3[N:26]=[CH:25][C:24]([F:27])=[CH:23][N:22]=3)[CH2:12][CH2:11]2)=[O:9])=[CH:4][CH:3]=1, predict the reactants needed to synthesize it.